Task: Predict the reactants needed to synthesize the given product.. Dataset: Full USPTO retrosynthesis dataset with 1.9M reactions from patents (1976-2016) (1) Given the product [NH2:18][C:19]1[N:20]=[C:21]([N:34]2[C@H:39]([CH3:40])[CH2:38][O:37][C@H:36]([CH2:41][NH:42][S:14]([C:8]3[CH:13]=[CH:12][CH:11]=[CH:10][CH:9]=3)(=[O:16])=[O:15])[CH2:35]2)[CH:22]=[C:23]([C:25]2[CH:32]=[CH:31][C:28]([C:29]#[N:30])=[C:27]([F:33])[CH:26]=2)[N:24]=1, predict the reactants needed to synthesize it. The reactants are: C(N(CC)CC)C.[C:8]1([S:14](Cl)(=[O:16])=[O:15])[CH:13]=[CH:12][CH:11]=[CH:10][CH:9]=1.[NH2:18][C:19]1[N:24]=[C:23]([C:25]2[CH:32]=[CH:31][C:28]([C:29]#[N:30])=[C:27]([F:33])[CH:26]=2)[CH:22]=[C:21]([N:34]2[C@H:39]([CH3:40])[CH2:38][O:37][C@H:36]([CH2:41][NH2:42])[CH2:35]2)[N:20]=1. (2) Given the product [CH3:28][CH:23]1[N:24]([CH3:27])[CH2:25][CH2:26][N:21]2[N:20]=[C:19]([NH:18][C:16]3[C:15](=[O:30])[N:14]([CH3:31])[CH:13]=[C:12]([C:11]4[CH:10]=[CH:9][N:8]=[C:7]([N:32]5[CH2:43][CH2:42][N:41]6[C:34](=[CH:35][C:36]7[CH2:37][C:38]([CH3:44])([CH3:45])[CH2:39][C:40]=76)[C:33]5=[O:46])[C:6]=4[CH2:5][OH:4])[CH:17]=3)[CH:29]=[C:22]12, predict the reactants needed to synthesize it. The reactants are: C([O:4][CH2:5][C:6]1[C:7]([N:32]2[CH2:43][CH2:42][N:41]3[C:34](=[CH:35][C:36]4[CH2:37][C:38]([CH3:45])([CH3:44])[CH2:39][C:40]=43)[C:33]2=[O:46])=[N:8][CH:9]=[CH:10][C:11]=1[C:12]1[CH:17]=[C:16]([NH:18][C:19]2[CH:29]=[C:22]3[CH:23]([CH3:28])[N:24]([CH3:27])[CH2:25][CH2:26][N:21]3[N:20]=2)[C:15](=[O:30])[N:14]([CH3:31])[CH:13]=1)(=O)C.[OH-].[Li+].C(O)(C)C.C1COCC1. (3) Given the product [ClH:30].[CH:21]([N:24]([CH:25]([CH3:27])[CH3:26])[CH2:9][CH2:8][CH:7]([C:6]1[CH:5]=[C:4]([CH2:3][CH2:2][OH:1])[CH:13]=[CH:12][C:11]=1[OH:10])[C:15]1[CH:20]=[CH:19][CH:18]=[CH:17][CH:16]=1)([CH3:23])[CH3:22], predict the reactants needed to synthesize it. The reactants are: [OH:1][CH2:2][CH2:3][C:4]1[CH:5]=[C:6]2[C:11](=[CH:12][CH:13]=1)[O:10][CH:9](O)[CH2:8][CH:7]2[C:15]1[CH:20]=[CH:19][CH:18]=[CH:17][CH:16]=1.[CH:21]([NH:24][CH:25]([CH3:27])[CH3:26])([CH3:23])[CH3:22].[H][H].[ClH:30]. (4) Given the product [Cl:29][C:26]1[CH:27]=[CH:28][C:23]([C:3]2[C:2]([C:34]3[CH:33]=[CH:32][C:31]([Cl:30])=[CH:36][C:35]=3[Cl:37])=[CH:7][N:6]3[C:8]([CH2:11][C:12]4[C:13]([CH3:22])=[N:14][C:15]([C:18]([F:20])([F:19])[F:21])=[CH:16][CH:17]=4)=[N:9][N:10]=[C:5]3[CH:4]=2)=[CH:24][CH:25]=1, predict the reactants needed to synthesize it. The reactants are: Br[C:2]1[C:3]([C:23]2[CH:28]=[CH:27][C:26]([Cl:29])=[CH:25][CH:24]=2)=[CH:4][C:5]2[N:6]([C:8]([CH2:11][C:12]3[C:13]([CH3:22])=[N:14][C:15]([C:18]([F:21])([F:20])[F:19])=[CH:16][CH:17]=3)=[N:9][N:10]=2)[CH:7]=1.[Cl:30][C:31]1[CH:36]=[C:35]([Cl:37])[CH:34]=[CH:33][C:32]=1B(O)O.C([O-])([O-])=O.[K+].[K+].ClC1C=CC(C2C(C3C=CC(Cl)=CC=3Cl)=CN3C(CC4C=NC(C(F)(F)F)=CC=4)=NN=C3C=2)=CC=1. (5) Given the product [ClH:36].[C:13]1([C:9]2[C:8]3[C:2](=[O:1])[N:3]4[CH2:22][CH2:21][NH:20][CH2:19][CH:4]4[CH2:5][O:6][C:7]=3[CH:12]=[CH:11][CH:10]=2)[CH:14]=[CH:15][CH:16]=[CH:17][CH:18]=1, predict the reactants needed to synthesize it. The reactants are: [O:1]=[C:2]1[C:8]2[C:9]([C:13]3[CH:18]=[CH:17][CH:16]=[CH:15][CH:14]=3)=[CH:10][CH:11]=[CH:12][C:7]=2[O:6][CH2:5][CH:4]2[CH2:19][N:20](C(OC(C)(C)C)=O)[CH2:21][CH2:22][N:3]12.C(OCC)(=O)C.[ClH:36].